From a dataset of Forward reaction prediction with 1.9M reactions from USPTO patents (1976-2016). Predict the product of the given reaction. The product is: [F:35][C:32]1[CH:31]=[CH:30][C:29]([N:12]2[CH2:13][CH2:14][C:15]3[C:20](=[CH:19][CH:18]=[C:17]([O:21][CH2:22][C:23]4[CH:24]=[CH:25][CH:26]=[CH:27][CH:28]=4)[CH:16]=3)[CH:11]2[C:9](=[O:10])[C:8]2[CH:36]=[CH:37][C:5]([O:4][CH2:3][CH2:2][CH:39]3[CH2:40][CH2:41][CH2:42][CH2:43][NH:38]3)=[CH:6][CH:7]=2)=[CH:34][CH:33]=1. Given the reactants Br[CH2:2][CH2:3][O:4][C:5]1[CH:37]=[CH:36][C:8]([C:9]([CH:11]2[C:20]3[C:15](=[CH:16][C:17]([O:21][CH2:22][C:23]4[CH:28]=[CH:27][CH:26]=[CH:25][CH:24]=4)=[CH:18][CH:19]=3)[CH2:14][CH2:13][N:12]2[C:29]2[CH:34]=[CH:33][C:32]([F:35])=[CH:31][CH:30]=2)=[O:10])=[CH:7][CH:6]=1.[NH:38]1[CH2:43][CH2:42][CH2:41][CH2:40][CH2:39]1, predict the reaction product.